This data is from Catalyst prediction with 721,799 reactions and 888 catalyst types from USPTO. The task is: Predict which catalyst facilitates the given reaction. (1) Reactant: [Cl:1][C:2]1[CH:7]=[C:6]([CH3:8])[CH:5]=[C:4]([CH3:9])[C:3]=1[N:10]1[CH2:15][CH2:14][CH2:13][C:12]2=[C:16]([C:20]([OH:22])=O)[N:17]([CH3:19])[N:18]=[C:11]12.O.ON1C2C=CC=CC=2N=N1.Cl.CN(C)CCCN=C=NCC.[CH2:46]([NH:49][CH2:50][CH:51]1[CH2:53][CH2:52]1)[CH2:47][CH3:48]. Product: [CH:51]1([CH2:50][N:49]([CH2:46][CH2:47][CH3:48])[C:20]([C:16]2[N:17]([CH3:19])[N:18]=[C:11]3[C:12]=2[CH2:13][CH2:14][CH2:15][N:10]3[C:3]2[C:4]([CH3:9])=[CH:5][C:6]([CH3:8])=[CH:7][C:2]=2[Cl:1])=[O:22])[CH2:53][CH2:52]1. The catalyst class is: 236. (2) Reactant: [CH2:1]([C:3]1[CH:8]=[C:7]([C:9]2[CH2:10][CH2:11][NH:12][CH2:13][CH:14]=2)[CH:6]=[CH:5][C:4]=1[N:15]([CH3:26])[C:16]1[N:21]=[CH:20][C:19]2[N:22]=[CH:23][N:24]([CH3:25])[C:18]=2[CH:17]=1)[CH3:2].[S:27]1[C:31]([NH:32][C:33](=O)[O:34]C2C=CC=CC=2)=[N:30][CH:29]=[N:28]1.C(N(C(C)C)CC)(C)C. Product: [CH2:1]([C:3]1[CH:8]=[C:7]([C:9]2[CH2:10][CH2:11][N:12]([C:33]([NH:32][C:31]3[S:27][N:28]=[CH:29][N:30]=3)=[O:34])[CH2:13][CH:14]=2)[CH:6]=[CH:5][C:4]=1[N:15]([CH3:26])[C:16]1[N:21]=[CH:20][C:19]2[N:22]=[CH:23][N:24]([CH3:25])[C:18]=2[CH:17]=1)[CH3:2]. The catalyst class is: 3. (3) Reactant: [CH3:1][C:2]1[CH:7]=[C:6]([C:8](=[O:11])[NH:9][CH3:10])[CH:5]=[CH:4][C:3]=1[N:12]1[CH2:17][CH2:16][N:15](C(OC(C)(C)C)=O)[CH2:14][CH2:13]1.Cl. Product: [CH3:10][NH:9][C:8](=[O:11])[C:6]1[CH:5]=[CH:4][C:3]([N:12]2[CH2:17][CH2:16][NH:15][CH2:14][CH2:13]2)=[C:2]([CH3:1])[CH:7]=1. The catalyst class is: 440. (4) Reactant: [Si:1]([O:8][C:9]1[CH:10]=[C:11]2[C:15](=[CH:16][CH:17]=1)[NH:14][N:13]=[C:12]2[I:18])([C:4]([CH3:7])([CH3:6])[CH3:5])([CH3:3])[CH3:2].C(=O)([O-])[O-].[K+].[K+].Br[CH2:26][C:27]([O:29][C:30]([CH3:33])([CH3:32])[CH3:31])=[O:28].O. Product: [Si:1]([O:8][C:9]1[CH:10]=[C:11]2[C:15](=[CH:16][CH:17]=1)[N:14]([CH2:26][C:27]([O:29][C:30]([CH3:33])([CH3:32])[CH3:31])=[O:28])[N:13]=[C:12]2[I:18])([C:4]([CH3:7])([CH3:5])[CH3:6])([CH3:3])[CH3:2]. The catalyst class is: 3. (5) Reactant: [CH2:1]([O:3][C:4]1[CH:9]=[C:8]([CH2:10][C:11]2[CH:16]=[CH:15][CH:14]=[CH:13][N:12]=2)[CH:7]=[CH:6][C:5]=1[CH2:17][CH2:18][CH2:19][OH:20])[CH3:2].O[C:22]1[C:27]([O:28][CH3:29])=[CH:26][CH:25]=[CH:24][C:23]=1[CH2:30][C:31]([O:33]C)=[O:32].C(P(CCCC)CCCC)CCC.N(C(N1CCCCC1)=O)=NC(N1CCCCC1)=O.O1CCCC1CO.[OH-].[Na+].Cl. Product: [CH2:1]([O:3][C:4]1[CH:9]=[C:8]([CH2:10][C:11]2[CH:16]=[CH:15][CH:14]=[CH:13][N:12]=2)[CH:7]=[CH:6][C:5]=1[CH2:17][CH2:18][CH2:19][O:20][C:22]1[C:27]([O:28][CH3:29])=[CH:26][CH:25]=[CH:24][C:23]=1[CH2:30][C:31]([OH:33])=[O:32])[CH3:2]. The catalyst class is: 7. (6) Reactant: Br.Br[CH2:3][C:4]([C:6]1[CH:11]=[CH:10][N:9]=[C:8]([Br:12])[CH:7]=1)=O.[CH3:13][C:14]1[CH:15]=[C:16]([NH:20][C:21]([NH2:23])=[S:22])[CH:17]=[CH:18][CH:19]=1.N. Product: [Br:12][C:8]1[CH:7]=[C:6]([C:4]2[N:23]=[C:21]([NH:20][C:16]3[CH:17]=[CH:18][CH:19]=[C:14]([CH3:13])[CH:15]=3)[S:22][CH:3]=2)[CH:11]=[CH:10][N:9]=1. The catalyst class is: 88. (7) Reactant: [CH2:1]([N:5]([CH2:25][CH:26]([CH3:28])[CH3:27])[C:6]1[CH:11]=[CH:10][C:9]([C:12]2[C:13]([C:19]([OH:21])=[O:20])=[C:14]([CH3:18])[CH:15]=[CH:16][CH:17]=2)=[CH:8][C:7]=1[N+:22]([O-])=O)[CH:2]([CH3:4])[CH3:3].[H][H]. Product: [NH2:22][C:7]1[CH:8]=[C:9]([C:12]2[C:13]([C:19]([OH:21])=[O:20])=[C:14]([CH3:18])[CH:15]=[CH:16][CH:17]=2)[CH:10]=[CH:11][C:6]=1[N:5]([CH2:1][CH:2]([CH3:3])[CH3:4])[CH2:25][CH:26]([CH3:28])[CH3:27]. The catalyst class is: 78.